This data is from Peptide-MHC class I binding affinity with 185,985 pairs from IEDB/IMGT. The task is: Regression. Given a peptide amino acid sequence and an MHC pseudo amino acid sequence, predict their binding affinity value. This is MHC class I binding data. (1) The peptide sequence is KYTHFFSGF. The MHC is HLA-B08:03 with pseudo-sequence HLA-B08:03. The binding affinity (normalized) is 0.0847. (2) The peptide sequence is GTGSGVSSK. The MHC is HLA-A11:01 with pseudo-sequence HLA-A11:01. The binding affinity (normalized) is 0.659. (3) The peptide sequence is ILFCFLAAV. The MHC is HLA-A02:02 with pseudo-sequence HLA-A02:02. The binding affinity (normalized) is 1.00. (4) The peptide sequence is PVDEYITTY. The MHC is HLA-A31:01 with pseudo-sequence HLA-A31:01. The binding affinity (normalized) is 0.0847. (5) The peptide sequence is YMKPGSSPL. The MHC is HLA-B46:01 with pseudo-sequence HLA-B46:01. The binding affinity (normalized) is 0.377.